This data is from Full USPTO retrosynthesis dataset with 1.9M reactions from patents (1976-2016). The task is: Predict the reactants needed to synthesize the given product. (1) Given the product [C:18]1([CH:16]=[CH:15][C:6]([C:5]2[CH:8]=[CH:9][CH:10]=[CH:3][CH:4]=2)=[O:7])[CH:23]=[CH:22][CH:21]=[CH:20][CH:19]=1, predict the reactants needed to synthesize it. The reactants are: CO[C:3]1[CH:4]=[C:5]([CH:8]=[C:9](OC)[C:10]=1OC)[CH:6]=[O:7].[CH3:15][C:16]([C:18]1[CH:23]=[C:22](OC)[C:21](OC)=[C:20](OC)[CH:19]=1)=O.Cl. (2) Given the product [O:63]=[C:43]1[C:44]2([C:53]3=[CH:54][C:55]4[O:59][CH2:58][O:57][C:56]=4[CH:60]=[C:61]3[O:62][CH2:51]2)[C:45]2[C:50](=[CH:49][CH:48]=[CH:47][CH:46]=2)[N:42]1[CH2:41][CH2:40][CH2:22][N:23]1[C:31](=[O:32])[C:30]2[C:25](=[CH:26][CH:27]=[CH:28][CH:29]=2)[C:24]1=[O:33], predict the reactants needed to synthesize it. The reactants are: OC1C(C2(CO)C3C(=CC=CC=3)N(CC[CH2:22][N:23]3[C:31](=[O:32])[C:30]4[C:25](=[CH:26][CH:27]=[CH:28][CH:29]=4)[C:24]3=[O:33])C2=O)=CC2OCOC=2C=1.C1([CH2:40][CH2:41][N:42]2[C:50]3[C:45](=[CH:46][CH:47]=[CH:48][CH:49]=3)[C:44]([C:53]3[C:61]([OH:62])=[CH:60][C:56]4[O:57][CH2:58][O:59][C:55]=4[CH:54]=3)([CH2:51]O)[C:43]2=[O:63])CC1.